From a dataset of Reaction yield outcomes from USPTO patents with 853,638 reactions. Predict the reaction yield, written as a fraction of the theoretical maximum amount of product (1.0 means a 100% yield; for example, 0.34 means a 34% yield). (1) The reactants are [CH3:1][N:2]1[C:6]2[CH:7]=[CH:8][CH:9]=[CH:10][C:5]=2[N:4]=[C:3]1[NH2:11].[C:12](N1C=CN=C1)([N:14]1[CH:18]=[CH:17][N:16]=[CH:15]1)=[S:13]. The catalyst is C(#N)C. The product is [CH3:1][N:2]1[C:6]2[CH:7]=[CH:8][CH:9]=[CH:10][C:5]=2[N:4]=[C:3]1[NH:11][C:12]([N:14]1[CH:18]=[CH:17][N:16]=[CH:15]1)=[S:13]. The yield is 0.715. (2) The reactants are C(=[N:14][C:15]1[C:23]2[O:22][CH:21]=[CH:20][C:19]=2[CH:18]=[C:17]([CH3:24])[CH:16]=1)(C1C=CC=CC=1)C1C=CC=CC=1.Cl.[OH-].[Na+]. The catalyst is C1COCC1. The product is [CH3:24][C:17]1[CH:16]=[C:15]([NH2:14])[C:23]2[O:22][CH:21]=[CH:20][C:19]=2[CH:18]=1. The yield is 0.300.